Dataset: Forward reaction prediction with 1.9M reactions from USPTO patents (1976-2016). Task: Predict the product of the given reaction. (1) Given the reactants [Br:1][C:2]1[C:3]([F:11])=[C:4]([CH:8]=[CH:9][CH:10]=1)[C:5](O)=[O:6].[Cl-].[CH3:13][O:14][NH2+:15][CH3:16].C(Br)(Br)(Br)Br.C1(P(C2C=CC=CC=2)C2C=CC=CC=2)C=CC=CC=1.N1C=CC=CC=1, predict the reaction product. The product is: [Br:1][C:2]1[C:3]([F:11])=[C:4]([CH:8]=[CH:9][CH:10]=1)[C:5]([N:15]([O:14][CH3:13])[CH3:16])=[O:6]. (2) Given the reactants [N:1]1[C:2]2[N:3]([C:14]3[CH:20]=[CH:19][CH:18]=[CH:17][C:15]=3[N:16]=2)[CH:4]=[CH:5][C:6]=1[C:7]1[CH:8]=[CH:9][C:10]([OH:13])=[N:11][CH:12]=1.CC1C=CC(S(O[CH2:32][CH2:33][CH2:34][F:35])(=O)=O)=CC=1.C([O-])([O-])=O.[Cs+].[Cs+], predict the reaction product. The product is: [F:35][CH2:34][CH2:33][CH2:32][O:13][C:10]1[N:11]=[CH:12][C:7]([C:6]2[CH:5]=[CH:4][N:3]3[C:14]4[CH:20]=[CH:19][CH:18]=[CH:17][C:15]=4[N:16]=[C:2]3[N:1]=2)=[CH:8][CH:9]=1.